Predict the product of the given reaction. From a dataset of Forward reaction prediction with 1.9M reactions from USPTO patents (1976-2016). The product is: [OH:1][C@:2]1([C:30]([F:35])([F:36])[C:31]([F:32])([F:33])[F:34])[C@:18]2([CH3:19])[C@H:5]([C@H:6]3[C:15]([C@@H:16]([C:20]4[CH:21]=[CH:22][C:23]([CH:26]([O:28][C:40](=[O:41])[CH2:39][C:38]([CH3:44])([CH3:43])[CH3:37])[CH3:27])=[CH:24][CH:25]=4)[CH2:17]2)=[C:14]2[C:9](=[CH:10][C:11](=[O:29])[CH2:12][CH2:13]2)[CH2:8][CH2:7]3)[CH2:4][CH2:3]1. Given the reactants [OH:1][C@:2]1([C:30]([F:36])([F:35])[C:31]([F:34])([F:33])[F:32])[C@:18]2([CH3:19])[C@H:5]([C@H:6]3[C:15]([C@@H:16]([C:20]4[CH:25]=[CH:24][C:23]([CH:26]([OH:28])[CH3:27])=[CH:22][CH:21]=4)[CH2:17]2)=[C:14]2[C:9](=[CH:10][C:11](=[O:29])[CH2:12][CH2:13]2)[CH2:8][CH2:7]3)[CH2:4][CH2:3]1.[CH3:37][C:38]([CH3:44])([CH3:43])[CH2:39][C:40](Cl)=[O:41], predict the reaction product.